From a dataset of Catalyst prediction with 721,799 reactions and 888 catalyst types from USPTO. Predict which catalyst facilitates the given reaction. (1) Reactant: [F:1][C:2]1([F:13])[CH2:7][CH2:6][CH:5]([CH2:8][CH2:9][C:10]([OH:12])=O)[CH2:4][CH2:3]1.[C:14]([Mg]Cl)([CH3:17])([CH3:16])[CH3:15].[Cl-].[NH4+].[Br-:22].[Br-].[Br-].C([N+](CCCC)(CCCC)CCCC)CCC.C([N+](CCCC)(CCCC)CCCC)CCC.C([N+](CCCC)(CCCC)CCCC)CCC.C(=O)([O-])O.[Na+]. Product: [Br:22][CH:9]([C:10](=[O:12])[C:14]([CH3:17])([CH3:16])[CH3:15])[CH2:8][CH:5]1[CH2:4][CH2:3][C:2]([F:1])([F:13])[CH2:7][CH2:6]1. The catalyst class is: 309. (2) Reactant: [F:1][C:2]1[CH:3]=[C:4]([C@@H:9]([CH:40]2[CH2:45][CH2:44][N:43]([S:46]([CH3:49])(=[O:48])=[O:47])[CH2:42][CH2:41]2)[CH2:10][CH2:11][N:12]2[CH2:17][CH2:16][C:15]([CH2:19][CH2:20][S:21]([CH:24]3[CH2:29][CH2:28][N:27](C(OCC4C=CC=CC=4)=O)[CH2:26][CH2:25]3)(=[O:23])=[O:22])([CH3:18])[CH2:14][CH2:13]2)[CH:5]=[C:6]([F:8])[CH:7]=1. Product: [F:8][C:6]1[CH:5]=[C:4]([C@@H:9]([CH:40]2[CH2:41][CH2:42][N:43]([S:46]([CH3:49])(=[O:48])=[O:47])[CH2:44][CH2:45]2)[CH2:10][CH2:11][N:12]2[CH2:13][CH2:14][C:15]([CH3:18])([CH2:19][CH2:20][S:21]([CH:24]3[CH2:25][CH2:26][NH:27][CH2:28][CH2:29]3)(=[O:22])=[O:23])[CH2:16][CH2:17]2)[CH:3]=[C:2]([F:1])[CH:7]=1. The catalyst class is: 421. (3) Reactant: [Br:1][C:2]1[CH:3]=[C:4]2[C:8](=[CH:9][CH:10]=1)[C:7](=[O:11])[CH2:6][CH2:5]2.[BH4-].[Na+]. Product: [Br:1][C:2]1[CH:3]=[C:4]2[C:8](=[CH:9][CH:10]=1)[CH:7]([OH:11])[CH2:6][CH2:5]2. The catalyst class is: 8. (4) Reactant: [CH2:1]([N:8]1[CH2:13][C:12](=[O:14])[NH:11][C@H:10]([CH2:15][C:16]2[CH:21]=[CH:20][CH:19]=[CH:18][C:17]=2Br)[C:9]1=[O:23])[C:2]1[CH:7]=[CH:6][CH:5]=[CH:4][CH:3]=1.[C:24]1(B(O)O)[CH:29]=[CH:28][CH:27]=[CH:26][CH:25]=1.C(=O)([O-])[O-].[Na+].[Na+].COCCOC. Product: [CH2:1]([N:8]1[CH2:13][C:12](=[O:14])[NH:11][CH:10]([CH2:15][C:16]2[CH:21]=[CH:20][CH:19]=[CH:18][C:17]=2[C:24]2[CH:29]=[CH:28][CH:27]=[CH:26][CH:25]=2)[C:9]1=[O:23])[C:2]1[CH:7]=[CH:6][CH:5]=[CH:4][CH:3]=1. The catalyst class is: 103. (5) Reactant: [N+:1]([C:4]1[CH:5]=[C:6]([CH:11]=[CH:12][CH:13]=1)[C:7]([O:9][CH3:10])=[O:8])([O-])=O. Product: [NH2:1][C:4]1[CH:5]=[C:6]([CH:11]=[CH:12][CH:13]=1)[C:7]([O:9][CH3:10])=[O:8]. The catalyst class is: 19. (6) Reactant: [CH:1](=[O:6])[CH2:2][CH:3]([CH3:5])[CH3:4].C[C:8]1(C)[O:13]C(=O)CC(=O)[O:9]1.[CH2:17](NCCC)[CH2:18][CH3:19].C(=O)([O-])[O-:25].[K+].[K+].Cl. Product: [CH2:4]([CH:3]([CH2:5][C:8]([OH:13])=[O:9])[CH2:2][C:1]([OH:25])=[O:6])[CH:18]([CH3:19])[CH3:17]. The catalyst class is: 244. (7) Reactant: [CH3:1][O:2][C:3](=[O:16])[CH2:4][C:5]1[CH:10]=[CH:9][CH:8]=[C:7]([O:11][CH2:12][CH2:13][CH2:14]Br)[CH:6]=1.[Cl:17][C:18]1[C:25]([C:26]([F:29])([F:28])[F:27])=[CH:24][CH:23]=[CH:22][C:19]=1[CH2:20][NH2:21].C(=O)([O-])[O-].[K+].[K+]. Product: [CH3:1][O:2][C:3](=[O:16])[CH2:4][C:5]1[CH:10]=[CH:9][CH:8]=[C:7]([O:11][CH2:12][CH2:13][CH2:14][NH:21][CH2:20][C:19]2[CH:22]=[CH:23][CH:24]=[C:25]([C:26]([F:27])([F:28])[F:29])[C:18]=2[Cl:17])[CH:6]=1. The catalyst class is: 10. (8) Reactant: [Br:1][C:2]1[CH:14]=[CH:13][C:5]([CH2:6][S:7]([CH2:10][CH2:11]O)(=[O:9])=[O:8])=[CH:4][CH:3]=1.C(N(CC)CC)C.CS(Cl)(=O)=O.C(=O)([O-])O.[Na+]. Product: [Br:1][C:2]1[CH:3]=[CH:4][C:5]([CH2:6][S:7]([CH:10]=[CH2:11])(=[O:9])=[O:8])=[CH:13][CH:14]=1. The catalyst class is: 2. (9) The catalyst class is: 95. Reactant: S(O[CH2:12][C@@H:13]([OH:32])[C@@H:14]([OH:31])[C@@H:15]1[O:25][C:19]([OH:24])([C:20](=[O:23])[O:21]C)[CH2:18][C@H:17]([OH:26])[C@H:16]1[NH:27][C:28](=[O:30])[CH3:29])(C1C=CC(C)=CC=1)(=O)=O.[N-:33]=[N+:34]=[N-:35].[Na+]. Product: [C:28]([NH:27][C@@H:16]([C@H:15]([C@@H:14]([C@@H:13]([CH2:12][N:33]=[N+:34]=[N-:35])[OH:32])[OH:31])[OH:25])[C@@H:17]([OH:26])[CH2:18][C:19](=[O:24])[C:20]([OH:21])=[O:23])(=[O:30])[CH3:29].